Dataset: Reaction yield outcomes from USPTO patents with 853,638 reactions. Task: Predict the reaction yield, written as a fraction of the theoretical maximum amount of product (1.0 means a 100% yield; for example, 0.34 means a 34% yield). (1) The reactants are C(O[CH:5]=[CH2:6])(=O)C.BrBr.O=[C:10]([CH3:17])[CH2:11][C:12]([O:14][CH2:15][CH3:16])=[O:13].[NH3:18]. The catalyst is O. The product is [CH3:17][C:10]1[NH:18][CH:5]=[CH:6][C:11]=1[C:12]([O:14][CH2:15][CH3:16])=[O:13]. The yield is 0.350. (2) The reactants are [F:1][C:2]([F:25])([F:24])[C:3]([CH2:8][C:9]1([CH3:23])[C:18]2[C:13](=[CH:14][CH:15]=[C:16]([S:19]([CH3:22])(=[O:21])=[O:20])[CH:17]=2)[O:12][CH2:11][CH2:10]1)([OH:7])[CH2:4][C:5]#[CH:6].[C:26]([C:28]1[CH:33]=[C:32]([N+:34]([O-:36])=[O:35])[C:31](OS(C(F)(F)F)(=O)=O)=[C:30]([CH3:45])[CH:29]=1)#[N:27].C(N(CC)CC)C. The catalyst is C1COCC1.C1(C=CC=CC=1)[P](C1C=CC=CC=1)(C1C=CC=CC=1)[Pd][P](C1C=CC=CC=1)(C1C=CC=CC=1)C1C=CC=CC=1.[Cu]I. The product is [CH3:45][C:30]1[CH:29]=[C:28]([CH:33]=[C:32]([N+:34]([O-:36])=[O:35])[C:31]=1[C:6]#[C:5][CH2:4][C:3]([OH:7])([CH2:8][C:9]1([CH3:23])[C:18]2[C:13](=[CH:14][CH:15]=[C:16]([S:19]([CH3:22])(=[O:21])=[O:20])[CH:17]=2)[O:12][CH2:11][CH2:10]1)[C:2]([F:1])([F:24])[F:25])[C:26]#[N:27]. The yield is 0.440.